From a dataset of Retrosynthesis with 50K atom-mapped reactions and 10 reaction types from USPTO. Predict the reactants needed to synthesize the given product. (1) Given the product COc1ccc(NC=C2C(=O)Nc3cc(C(=O)c4cccc(NC(=O)c5cc(C)nn5C)c4)ccc32)cc1O, predict the reactants needed to synthesize it. The reactants are: COc1ccc(N)cc1O.Cc1cc(C(=O)Nc2cccc(C(=O)c3ccc4c(c3)NC(=O)C4=CO)c2)n(C)n1. (2) Given the product COc1c(-c2ccc(F)cc2F)c(Cl)cc2c(N3CCNCC3)ncnc12, predict the reactants needed to synthesize it. The reactants are: COc1c(-c2ccc(F)cc2F)c(Cl)cc2c(N3CCN(C(=O)OC(C)(C)C)CC3)ncnc12. (3) Given the product COc1cc(Br)ccc1N1CCN(C)CC1, predict the reactants needed to synthesize it. The reactants are: C=O.COc1cc(Br)ccc1N1CCNCC1. (4) The reactants are: CCc1ccccc1Oc1ccc(NC(=O)C(C)(C)NC(=O)OC(C)(C)C)cn1. Given the product CCc1ccccc1Oc1ccc(NC(=O)C(C)(C)N)cn1, predict the reactants needed to synthesize it. (5) Given the product CC1CCCN1c1nc2cc(C(=O)O)ccc2nc1-c1ccccc1, predict the reactants needed to synthesize it. The reactants are: COC(=O)c1ccc2nc(-c3ccccc3)c(N3CCCC3C)nc2c1. (6) Given the product CCCCCCCCOC(=O)N1C[C@H](OC(=O)N(C)C)C[C@H]1CCOc1cc(OC)ccc1CCc1ccccc1, predict the reactants needed to synthesize it. The reactants are: CCCCCCCCOC(=O)N1C[C@H](OC(=O)N(C)C)C[C@H]1CCCl.COc1ccc(CCc2ccccc2)c(O)c1.